This data is from Catalyst prediction with 721,799 reactions and 888 catalyst types from USPTO. The task is: Predict which catalyst facilitates the given reaction. (1) Reactant: [CH:1]([C:4]1[C:8]([CH2:9][CH2:10][C:11]([C:13]2[CH:27]=[CH:26][C:16]([O:17][C:18]([CH3:25])([CH3:24])[C:19]([O:21]CC)=[O:20])=[C:15]([CH3:28])[CH:14]=2)=[O:12])=[CH:7][N:6]([C:29]2[CH:34]=[CH:33][C:32]([C:35]([F:38])([F:37])[F:36])=[CH:31][CH:30]=2)[N:5]=1)([CH3:3])[CH3:2].O.[OH-].[Li+].Cl. Product: [CH:1]([C:4]1[C:8]([CH2:9][CH2:10][C:11]([C:13]2[CH:27]=[CH:26][C:16]([O:17][C:18]([CH3:24])([CH3:25])[C:19]([OH:21])=[O:20])=[C:15]([CH3:28])[CH:14]=2)=[O:12])=[CH:7][N:6]([C:29]2[CH:30]=[CH:31][C:32]([C:35]([F:37])([F:38])[F:36])=[CH:33][CH:34]=2)[N:5]=1)([CH3:3])[CH3:2]. The catalyst class is: 40. (2) Reactant: [CH3:1][O:2][C:3](=[O:19])[CH2:4][C:5]1[CH:10]=[CH:9][CH:8]=[C:7](OS(C(F)(F)F)(=O)=O)[CH:6]=1.[N:20]1[CH:25]=[CH:24][CH:23]=[CH:22][C:21]=1[SnH3].[Li+].[Cl-].C(C1C=C(C)C=C(C(C)(C)C)C=1O)(C)(C)C. Product: [CH3:1][O:2][C:3](=[O:19])[CH2:4][C:5]1[CH:10]=[CH:9][CH:8]=[C:7]([C:21]2[CH:22]=[CH:23][CH:24]=[CH:25][N:20]=2)[CH:6]=1. The catalyst class is: 77. (3) Reactant: [Cl:1][C:2]1[CH:3]=[C:4]2[CH:10]=[C:9]([C:11]([OH:13])=O)[NH:8][C:5]2=[CH:6][N:7]=1.Cl.[CH2:15]([O:17][C:18](=[O:21])[CH2:19][NH2:20])[CH3:16].C1C=CC2N(O)N=NC=2C=1.CCN(C(C)C)C(C)C.CCN=C=NCCCN(C)C. Product: [CH2:15]([O:17][C:18](=[O:21])[CH2:19][NH:20][C:11]([C:9]1[NH:8][C:5]2=[CH:6][N:7]=[C:2]([Cl:1])[CH:3]=[C:4]2[CH:10]=1)=[O:13])[CH3:16]. The catalyst class is: 3. (4) The catalyst class is: 1. Product: [C:1]([O:5][C:6](=[O:13])[NH:7][C@H:8]1[CH2:11][C@H:10]([N:38]2[C:39]3=[N:40][CH:41]=[CH:42][CH:43]=[C:44]3[N:36]([CH:33]3[CH2:34][CH2:35]3)[C:37]2=[O:45])[CH2:9]1)([CH3:4])([CH3:3])[CH3:2]. Reactant: [C:1]([O:5][C:6](=[O:13])[NH:7][C@H:8]1[CH2:11][C@@H:10](O)[CH2:9]1)([CH3:4])([CH3:3])[CH3:2].C1(P(C2C=CC=CC=2)C2C=CC=CC=2)C=CC=CC=1.[CH:33]1([N:36]2[C:44]3[C:39](=[N:40][CH:41]=[CH:42][CH:43]=3)[NH:38][C:37]2=[O:45])[CH2:35][CH2:34]1.N(C(OC(C)C)=O)=NC(OC(C)C)=O. (5) Reactant: [CH2:1]([O:3][C:4]([C:6]1[CH:14]=[C:13]2[C:9]([C:10]([CH:18]=[O:19])=[C:11]([CH:15]([CH3:17])[CH3:16])[NH:12]2)=[CH:8][CH:7]=1)=[O:5])[CH3:2].C([O-])([O-])=O.[K+].[K+].Br[CH2:27][C:28]1[CH:33]=[CH:32][CH:31]=[CH:30][N:29]=1. Product: [CH2:1]([O:3][C:4]([C:6]1[CH:14]=[C:13]2[C:9]([C:10]([CH:18]=[O:19])=[C:11]([CH:15]([CH3:16])[CH3:17])[N:12]2[CH2:27][C:28]2[CH:33]=[CH:32][CH:31]=[CH:30][N:29]=2)=[CH:8][CH:7]=1)=[O:5])[CH3:2]. The catalyst class is: 31. (6) Reactant: [NH:1]([C:6]([CH2:11][OH:12])([CH2:9][OH:10])[CH2:7][OH:8])[CH2:2][C:3]([OH:5])=[O:4].C(O)C(N)(CO)CO.Cl.[CH3:22][CH2:23][CH2:24][CH2:25][CH2:26][CH2:27][CH2:28][CH2:29][CH2:30][CH2:31][CH2:32][CH2:33][O:34][S:35]([O-:38])(=[O:37])=[O:36].[Na+:39].CCN(C1C=CC(/C(/C2C=CC(NC3C=CC(OCC)=CC=3)=CC=2)=C2/C=CC(C=C/2C)=[N+](CC2C=CC=C(S(O)(=O)=O)C=2)CC)=C(C)C=1)CC1C=CC=C(S(O)(=O)=O)C=1.C1C=CC2S(=O)(=O)OC(C3C=CC(O)=CC=3)(C3C=CC(O)=CC=3)C=2C=1. Product: [NH:1]([C:6]([CH2:9][OH:10])([CH2:11][OH:12])[CH2:7][OH:8])[CH2:2][C:3]([OH:5])=[O:4].[CH3:22][CH2:23][CH2:24][CH2:25][CH2:26][CH2:27][CH2:28][CH2:29][CH2:30][CH2:31][CH2:32][CH2:33][O:34][S:35]([O-:38])(=[O:37])=[O:36].[Na+:39]. The catalyst class is: 610.